From a dataset of NCI-60 drug combinations with 297,098 pairs across 59 cell lines. Regression. Given two drug SMILES strings and cell line genomic features, predict the synergy score measuring deviation from expected non-interaction effect. (1) Drug 1: CC1C(C(CC(O1)OC2CC(CC3=C2C(=C4C(=C3O)C(=O)C5=C(C4=O)C(=CC=C5)OC)O)(C(=O)C)O)N)O.Cl. Drug 2: B(C(CC(C)C)NC(=O)C(CC1=CC=CC=C1)NC(=O)C2=NC=CN=C2)(O)O. Cell line: NCIH23. Synergy scores: CSS=18.8, Synergy_ZIP=-9.97, Synergy_Bliss=-10.7, Synergy_Loewe=-8.96, Synergy_HSA=-8.65. (2) Drug 1: CC1=CC2C(CCC3(C2CCC3(C(=O)C)OC(=O)C)C)C4(C1=CC(=O)CC4)C. Drug 2: C1=C(C(=O)NC(=O)N1)N(CCCl)CCCl. Cell line: SNB-19. Synergy scores: CSS=21.3, Synergy_ZIP=9.41, Synergy_Bliss=9.45, Synergy_Loewe=-10.2, Synergy_HSA=2.65. (3) Drug 1: C1CCC(C1)C(CC#N)N2C=C(C=N2)C3=C4C=CNC4=NC=N3. Drug 2: CC(C1=C(C=CC(=C1Cl)F)Cl)OC2=C(N=CC(=C2)C3=CN(N=C3)C4CCNCC4)N. Cell line: MCF7. Synergy scores: CSS=3.65, Synergy_ZIP=-2.01, Synergy_Bliss=0.0301, Synergy_Loewe=-5.50, Synergy_HSA=-1.45. (4) Drug 1: CC(CN1CC(=O)NC(=O)C1)N2CC(=O)NC(=O)C2. Drug 2: CS(=O)(=O)OCCCCOS(=O)(=O)C. Cell line: SF-295. Synergy scores: CSS=32.5, Synergy_ZIP=-6.70, Synergy_Bliss=-1.35, Synergy_Loewe=-0.0966, Synergy_HSA=1.60. (5) Drug 1: CC1=C(C=C(C=C1)NC(=O)C2=CC=C(C=C2)CN3CCN(CC3)C)NC4=NC=CC(=N4)C5=CN=CC=C5. Drug 2: CN1C2=C(C=C(C=C2)N(CCCl)CCCl)N=C1CCCC(=O)O.Cl. Cell line: NCI-H226. Synergy scores: CSS=-4.60, Synergy_ZIP=7.16, Synergy_Bliss=0.508, Synergy_Loewe=-37.9, Synergy_HSA=-4.80. (6) Synergy scores: CSS=92.8, Synergy_ZIP=21.5, Synergy_Bliss=20.2, Synergy_Loewe=20.8, Synergy_HSA=22.8. Cell line: HT29. Drug 1: CC1=C2C(C(=O)C3(C(CC4C(C3C(C(C2(C)C)(CC1OC(=O)C(C(C5=CC=CC=C5)NC(=O)OC(C)(C)C)O)O)OC(=O)C6=CC=CC=C6)(CO4)OC(=O)C)OC)C)OC. Drug 2: CCC1=CC2CC(C3=C(CN(C2)C1)C4=CC=CC=C4N3)(C5=C(C=C6C(=C5)C78CCN9C7C(C=CC9)(C(C(C8N6C)(C(=O)OC)O)OC(=O)C)CC)OC)C(=O)OC.C(C(C(=O)O)O)(C(=O)O)O. (7) Drug 1: C1=C(C(=O)NC(=O)N1)F. Drug 2: CC1C(C(CC(O1)OC2CC(OC(C2O)C)OC3=CC4=CC5=C(C(=O)C(C(C5)C(C(=O)C(C(C)O)O)OC)OC6CC(C(C(O6)C)O)OC7CC(C(C(O7)C)O)OC8CC(C(C(O8)C)O)(C)O)C(=C4C(=C3C)O)O)O)O. Cell line: HOP-62. Synergy scores: CSS=32.0, Synergy_ZIP=-12.0, Synergy_Bliss=-6.20, Synergy_Loewe=-6.02, Synergy_HSA=-6.38.